From a dataset of Forward reaction prediction with 1.9M reactions from USPTO patents (1976-2016). Predict the product of the given reaction. (1) Given the reactants [Cl:1][C:2]1[S:3][C:4]([S:7](Cl)(=[O:9])=[O:8])=[CH:5][N:6]=1.C(N(CC)C(C)C)(C)C.Cl.[CH:21]1([N:24]2[CH2:29][C:28]3([CH2:34][CH2:33][NH:32][CH2:31][CH2:30]3)[O:27][CH2:26][C:25]2=[O:35])[CH2:23][CH2:22]1.C(O)C, predict the reaction product. The product is: [Cl:1][C:2]1[S:3][C:4]([S:7]([N:32]2[CH2:33][CH2:34][C:28]3([O:27][CH2:26][C:25](=[O:35])[N:24]([CH:21]4[CH2:22][CH2:23]4)[CH2:29]3)[CH2:30][CH2:31]2)(=[O:9])=[O:8])=[CH:5][N:6]=1. (2) Given the reactants [CH3:1][NH:2][CH2:3][CH2:4][CH2:5][CH2:6][CH2:7][CH2:8][CH2:9][CH2:10][CH2:11][N:12]1[CH2:17][CH2:16][CH:15]([O:18][C:19](=[O:33])[NH:20][C:21]2[CH:26]=[CH:25][CH:24]=[CH:23][C:22]=2[C:27]2[CH:32]=[CH:31][CH:30]=[CH:29][CH:28]=2)[CH2:14][CH2:13]1.C1(N)C(F)=C(F)C(F)=C(N)C=1F.Cl.Cl.[F:48][C:49]1[CH:50]=[CH:51][C:52]([OH:58])=[C:53]([CH:57]=1)[C:54]([OH:56])=O, predict the reaction product. The product is: [F:48][C:49]1[CH:50]=[CH:51][C:52]([OH:58])=[C:53]([CH:57]=1)[C:54]([N:2]([CH3:1])[CH2:3][CH2:4][CH2:5][CH2:6][CH2:7][CH2:8][CH2:9][CH2:10][CH2:11][N:12]1[CH2:13][CH2:14][CH:15]([O:18][C:19](=[O:33])[NH:20][C:21]2[CH:26]=[CH:25][CH:24]=[CH:23][C:22]=2[C:27]2[CH:28]=[CH:29][CH:30]=[CH:31][CH:32]=2)[CH2:16][CH2:17]1)=[O:56]. (3) The product is: [F:8][C:7]1[C:2]([NH:22][C:19]2[S:20][CH:21]=[C:17]([CH3:16])[N:18]=2)=[N:3][CH:4]=[CH:5][C:6]=1[S:9][C:10]1[CH:15]=[CH:14][CH:13]=[CH:12][CH:11]=1. Given the reactants Cl[C:2]1[C:7]([F:8])=[C:6]([S:9][C:10]2[CH:15]=[CH:14][CH:13]=[CH:12][CH:11]=2)[CH:5]=[CH:4][N:3]=1.[CH3:16][C:17]1[N:18]=[C:19]([NH2:22])[S:20][CH:21]=1.P([O-])([O-])([O-])=O.[K+].[K+].[K+].O, predict the reaction product. (4) Given the reactants [CH2:1]([N:3]1[C:7]2=[N:8][C:9]([CH2:32][CH3:33])=[C:10]([CH2:19][NH:20][C:21]([C:23]3[CH:31]=[CH:30][C:26]([C:27](O)=[O:28])=[CH:25][CH:24]=3)=[O:22])[C:11]([NH:12][CH:13]3[CH2:18][CH2:17][O:16][CH2:15][CH2:14]3)=[C:6]2[CH:5]=[N:4]1)[CH3:2].[NH2:34][CH2:35][C:36]1[CH:37]=[C:38]([C:42]2[CH:47]=[CH:46][CH:45]=[C:44]([CH2:48][N:49]3[CH2:54][CH2:53][N:52]([C:55]([O:57][C:58]([CH3:61])([CH3:60])[CH3:59])=[O:56])[CH2:51][CH2:50]3)[CH:43]=2)[CH:39]=[CH:40][CH:41]=1.CN(C(ON1N=NC2C=CC=CC1=2)=[N+](C)C)C.F[P-](F)(F)(F)(F)F, predict the reaction product. The product is: [CH2:1]([N:3]1[C:7]2=[N:8][C:9]([CH2:32][CH3:33])=[C:10]([CH2:19][NH:20][C:21]([C:23]3[CH:31]=[CH:30][C:26]([C:27]([NH:34][CH2:35][C:36]4[CH:37]=[C:38]([C:42]5[CH:47]=[CH:46][CH:45]=[C:44]([CH2:48][N:49]6[CH2:50][CH2:51][N:52]([C:55]([O:57][C:58]([CH3:61])([CH3:60])[CH3:59])=[O:56])[CH2:53][CH2:54]6)[CH:43]=5)[CH:39]=[CH:40][CH:41]=4)=[O:28])=[CH:25][CH:24]=3)=[O:22])[C:11]([NH:12][CH:13]3[CH2:18][CH2:17][O:16][CH2:15][CH2:14]3)=[C:6]2[CH:5]=[N:4]1)[CH3:2]. (5) Given the reactants [C:1]([O:5][C:6]([N:8]1[CH2:13][CH2:12][C@H:11]([NH2:14])[C@H:10]([N:15]=[N+:16]=[N-:17])[CH2:9]1)=[O:7])([CH3:4])([CH3:3])[CH3:2].CCN(C(C)C)C(C)C.[Cl:27][C:28]1[C:32]([Cl:33])=[C:31]([CH3:34])[NH:30][C:29]=1[C:35](Cl)=[O:36], predict the reaction product. The product is: [C:1]([O:5][C:6]([N:8]1[CH2:13][CH2:12][C@H:11]([NH:14][C:35]([C:29]2[NH:30][C:31]([CH3:34])=[C:32]([Cl:33])[C:28]=2[Cl:27])=[O:36])[C@H:10]([N:15]=[N+:16]=[N-:17])[CH2:9]1)=[O:7])([CH3:4])([CH3:2])[CH3:3]. (6) Given the reactants C(OC([N:8]1[CH2:13][CH2:12][C@@:11]([C:15]2[CH:20]=[CH:19][C:18]([Cl:21])=[CH:17][C:16]=2[CH2:22][CH2:23][OH:24])([OH:14])[C@@H:10]([O:25][CH2:26][C:27]2[CH:28]=[CH:29][C:30]3[O:35][CH2:34][CH2:33][N:32]([CH2:36][CH2:37][CH2:38][O:39][CH3:40])[C:31]=3[CH:41]=2)[CH2:9]1)=O)(C)(C)C.C(O)(C(F)(F)F)=O, predict the reaction product. The product is: [Cl:21][C:18]1[CH:19]=[CH:20][C:15]([C@@:11]2([OH:14])[CH2:12][CH2:13][NH:8][CH2:9][C@@H:10]2[O:25][CH2:26][C:27]2[CH:28]=[CH:29][C:30]3[O:35][CH2:34][CH2:33][N:32]([CH2:36][CH2:37][CH2:38][O:39][CH3:40])[C:31]=3[CH:41]=2)=[C:16]([CH2:22][CH2:23][OH:24])[CH:17]=1.